Dataset: NCI-60 drug combinations with 297,098 pairs across 59 cell lines. Task: Regression. Given two drug SMILES strings and cell line genomic features, predict the synergy score measuring deviation from expected non-interaction effect. (1) Drug 1: C1=NC2=C(N1)C(=S)N=C(N2)N. Drug 2: CCN(CC)CCCC(C)NC1=C2C=C(C=CC2=NC3=C1C=CC(=C3)Cl)OC. Cell line: HOP-92. Synergy scores: CSS=50.2, Synergy_ZIP=-12.6, Synergy_Bliss=-2.68, Synergy_Loewe=-4.62, Synergy_HSA=1.48. (2) Drug 1: C1=CC(=C2C(=C1NCCNCCO)C(=O)C3=C(C=CC(=C3C2=O)O)O)NCCNCCO. Drug 2: CC(CN1CC(=O)NC(=O)C1)N2CC(=O)NC(=O)C2. Cell line: NCI-H322M. Synergy scores: CSS=18.4, Synergy_ZIP=-7.16, Synergy_Bliss=-1.82, Synergy_Loewe=-39.6, Synergy_HSA=-0.280. (3) Drug 1: C1CN(CCN1C(=O)CCBr)C(=O)CCBr. Drug 2: COC1=C2C(=CC3=C1OC=C3)C=CC(=O)O2. Cell line: SK-OV-3. Synergy scores: CSS=13.6, Synergy_ZIP=-1.51, Synergy_Bliss=5.51, Synergy_Loewe=-1.14, Synergy_HSA=1.18. (4) Drug 1: CC1=C(C(CCC1)(C)C)C=CC(=CC=CC(=CC(=O)O)C)C. Drug 2: COCCOC1=C(C=C2C(=C1)C(=NC=N2)NC3=CC=CC(=C3)C#C)OCCOC.Cl. Cell line: CCRF-CEM. Synergy scores: CSS=4.81, Synergy_ZIP=0.612, Synergy_Bliss=1.60, Synergy_Loewe=0.319, Synergy_HSA=0.442. (5) Synergy scores: CSS=19.2, Synergy_ZIP=-0.101, Synergy_Bliss=6.61, Synergy_Loewe=6.41, Synergy_HSA=6.49. Drug 2: CCC1(CC2CC(C3=C(CCN(C2)C1)C4=CC=CC=C4N3)(C5=C(C=C6C(=C5)C78CCN9C7C(C=CC9)(C(C(C8N6C=O)(C(=O)OC)O)OC(=O)C)CC)OC)C(=O)OC)O.OS(=O)(=O)O. Cell line: SNB-75. Drug 1: CC1=C(C=C(C=C1)NC2=NC=CC(=N2)N(C)C3=CC4=NN(C(=C4C=C3)C)C)S(=O)(=O)N.Cl. (6) Drug 1: C1C(C(OC1N2C=NC3=C2NC=NCC3O)CO)O. Drug 2: C1CCC(C(C1)N)N.C(=O)(C(=O)[O-])[O-].[Pt+4]. Cell line: UACC62. Synergy scores: CSS=8.29, Synergy_ZIP=-5.36, Synergy_Bliss=-0.900, Synergy_Loewe=-9.91, Synergy_HSA=-2.22. (7) Drug 2: C1=C(C(=O)NC(=O)N1)F. Drug 1: CN(C)N=NC1=C(NC=N1)C(=O)N. Synergy scores: CSS=41.5, Synergy_ZIP=-8.28, Synergy_Bliss=-15.2, Synergy_Loewe=-24.8, Synergy_HSA=-13.4. Cell line: SF-539. (8) Drug 1: CC(C)(C#N)C1=CC(=CC(=C1)CN2C=NC=N2)C(C)(C)C#N. Drug 2: CC1C(C(CC(O1)OC2CC(CC3=C2C(=C4C(=C3O)C(=O)C5=CC=CC=C5C4=O)O)(C(=O)C)O)N)O. Cell line: SK-MEL-5. Synergy scores: CSS=56.4, Synergy_ZIP=-0.589, Synergy_Bliss=0.211, Synergy_Loewe=-3.51, Synergy_HSA=1.44. (9) Drug 1: CC12CCC3C(C1CCC2OP(=O)(O)O)CCC4=C3C=CC(=C4)OC(=O)N(CCCl)CCCl.[Na+]. Drug 2: N.N.Cl[Pt+2]Cl. Cell line: HCC-2998. Synergy scores: CSS=18.8, Synergy_ZIP=-3.66, Synergy_Bliss=-3.74, Synergy_Loewe=-13.6, Synergy_HSA=-1.30.